Dataset: Full USPTO retrosynthesis dataset with 1.9M reactions from patents (1976-2016). Task: Predict the reactants needed to synthesize the given product. (1) Given the product [F:17][C:18]1[CH:19]=[C:20]2[C:24](=[CH:25][CH:26]=1)[N:23]([NH:27][C:8]([C:7]1[C:2]([CH3:1])=[N:3][C:4]([C:11]3[S:12][CH:13]=[CH:14][N:15]=3)=[N:5][CH:6]=1)=[O:10])[CH:22]=[C:21]2[CH3:28], predict the reactants needed to synthesize it. The reactants are: [CH3:1][C:2]1[C:7]([C:8]([OH:10])=O)=[CH:6][N:5]=[C:4]([C:11]2[S:12][CH:13]=[CH:14][N:15]=2)[N:3]=1.[Cl-].[F:17][C:18]1[CH:19]=[C:20]2[C:24](=[CH:25][CH:26]=1)[N:23]([NH3+:27])[CH:22]=[C:21]2[CH3:28].CN1CCOCC1.[Cl-].COC1N=C(OC)N=C([N+]2(C)CCOCC2)N=1. (2) Given the product [O:6]1[CH2:2][CH2:3][N:4]=[C:5]1[C:7]1[NH:8][C:9]2[C:14]([CH:15]=1)=[CH:13][CH:12]=[CH:11][C:10]=2[NH:16][S:17]([C:20]1[S:21][CH:22]=[CH:23][CH:24]=1)(=[O:19])=[O:18], predict the reactants needed to synthesize it. The reactants are: Br[CH2:2][CH2:3][NH:4][C:5]([C:7]1[NH:8][C:9]2[C:14]([CH:15]=1)=[CH:13][CH:12]=[CH:11][C:10]=2[NH:16][S:17]([C:20]1[S:21][CH:22]=[CH:23][CH:24]=1)(=[O:19])=[O:18])=[O:6].[H-].[Na+].C(O)(=O)CC(CC(O)=O)(C(O)=O)O. (3) Given the product [O:43]=[C:37]1[CH:36]([N:30]2[CH2:29][C:28]3[C:32](=[CH:33][CH:34]=[C:26]([CH2:25][NH:24][C:4](=[O:17])[C:5]([F:15])([F:16])[C:6]4[CH:11]=[CH:10][C:9]([CH:12]([CH3:13])[CH3:14])=[CH:8][N:7]=4)[CH:27]=3)[C:31]2=[O:35])[CH2:41][CH2:40][C:39](=[O:42])[NH:38]1, predict the reactants needed to synthesize it. The reactants are: C(O[C:4](=[O:17])[C:5]([F:16])([F:15])[C:6]1[CH:11]=[CH:10][C:9]([CH:12]([CH3:14])[CH3:13])=[CH:8][N:7]=1)C.P(Cl)(Cl)(Cl)=O.Cl.[NH2:24][CH2:25][C:26]1[CH:27]=[C:28]2[C:32](=[CH:33][CH:34]=1)[C:31](=[O:35])[N:30]([CH:36]1[CH2:41][CH2:40][C:39](=[O:42])[NH:38][C:37]1=[O:43])[CH2:29]2.C(=O)(O)[O-].[Na+]. (4) Given the product [Cl:24][C:19]1[CH:20]=[CH:21][CH:22]=[CH:23][C:18]=1[C:5]1[N:6]([CH2:12][CH2:13][S:14]([CH3:17])(=[O:16])=[O:15])[C:7]2[C:3]([N:4]=1)=[C:2]([N:29]1[CH2:30][CH2:31][N:26]([CH3:25])[CH2:27][CH2:28]1)[N:10]=[C:9]([CH3:11])[N:8]=2, predict the reactants needed to synthesize it. The reactants are: Cl[C:2]1[N:10]=[C:9]([CH3:11])[N:8]=[C:7]2[C:3]=1[N:4]=[C:5]([C:18]1[CH:23]=[CH:22][CH:21]=[CH:20][C:19]=1[Cl:24])[N:6]2[CH2:12][CH2:13][S:14]([CH3:17])(=[O:16])=[O:15].[CH3:25][N:26]1[CH2:31][CH2:30][NH:29][CH2:28][CH2:27]1.C(N(CC)CC)C. (5) Given the product [Br:17][C:18]1[N:19]=[C:20]([C:25]([NH:1][C@H:2]2[CH2:7][CH2:6][N:5]([C:8]([O:10][C:11]([CH3:12])([CH3:13])[CH3:14])=[O:9])[CH2:4][C@H:3]2[O:15][CH3:16])=[O:26])[NH:21][C:22]=1[CH2:23][CH3:24], predict the reactants needed to synthesize it. The reactants are: [NH2:1][C@H:2]1[CH2:7][CH2:6][N:5]([C:8]([O:10][C:11]([CH3:14])([CH3:13])[CH3:12])=[O:9])[CH2:4][C@H:3]1[O:15][CH3:16].[Br:17][C:18]1[N:19]=[C:20]([C:25](O)=[O:26])[NH:21][C:22]=1[CH2:23][CH3:24].CCN=C=NCCCN(C)C.Cl.C1C=CC2N(O)N=NC=2C=1.